This data is from Full USPTO retrosynthesis dataset with 1.9M reactions from patents (1976-2016). The task is: Predict the reactants needed to synthesize the given product. (1) Given the product [C:11]([O:10][C:8](=[O:9])[N:2]([CH3:1])[CH:3]([CH3:7])[C:4]([NH:30][C:31]1[CH:32]=[CH:33][C:34]([NH:45][C:46]([CH:48]2[CH2:53][CH2:52][O:51][CH2:50][CH2:49]2)=[O:47])=[C:35]([C:37]#[C:38][C:39]2[CH:40]=[CH:41][CH:42]=[CH:43][CH:44]=2)[N:36]=1)=[O:6])([CH3:14])([CH3:13])[CH3:12], predict the reactants needed to synthesize it. The reactants are: [CH3:1][N:2]([C:8]([O:10][C:11]([CH3:14])([CH3:13])[CH3:12])=[O:9])[CH:3]([CH3:7])[C:4]([OH:6])=O.C1(N=C=NC2CCCCC2)CCCCC1.[NH2:30][C:31]1[N:36]=[C:35]([C:37]#[C:38][C:39]2[CH:44]=[CH:43][CH:42]=[CH:41][CH:40]=2)[C:34]([NH:45][C:46]([CH:48]2[CH2:53][CH2:52][O:51][CH2:50][CH2:49]2)=[O:47])=[CH:33][CH:32]=1.CCN(C(C)C)C(C)C. (2) Given the product [CH2:1]([O:8][C:9]1[CH:18]=[CH:17][C:16]([CH3:19])=[C:15]2[C:10]=1[CH2:11][CH2:12][CH2:13][CH:14]2[C:20]([N:32]([CH2:31][C:28]1[CH:27]=[CH:26][C:25]([N:24]([CH3:42])[CH3:23])=[CH:30][CH:29]=1)[C:33]1[CH:38]=[CH:37][C:36]([CH:39]([CH3:40])[CH3:41])=[CH:35][CH:34]=1)=[O:21])[C:2]1[CH:3]=[CH:4][CH:5]=[CH:6][CH:7]=1, predict the reactants needed to synthesize it. The reactants are: [CH2:1]([O:8][C:9]1[CH:18]=[CH:17][C:16]([CH3:19])=[C:15]2[C:10]=1[CH2:11][CH2:12][CH2:13][CH:14]2[C:20](O)=[O:21])[C:2]1[CH:7]=[CH:6][CH:5]=[CH:4][CH:3]=1.[CH3:23][N:24]([CH3:42])[C:25]1[CH:30]=[CH:29][C:28]([CH2:31][NH:32][C:33]2[CH:38]=[CH:37][C:36]([CH:39]([CH3:41])[CH3:40])=[CH:35][CH:34]=2)=[CH:27][CH:26]=1. (3) Given the product [CH2:12]([O:19][C@H:20]([C@H:22]([N:26]1[CH:30]=[C:29]([C:31]([NH2:33])=[O:32])[N:28]=[CH:27]1)[CH2:23][CH2:24][O:11][C:1]1[C:10]2[C:5](=[CH:6][CH:7]=[CH:8][CH:9]=2)[CH:4]=[CH:3][CH:2]=1)[CH3:21])[C:13]1[CH:18]=[CH:17][CH:16]=[CH:15][CH:14]=1, predict the reactants needed to synthesize it. The reactants are: [C:1]1([OH:11])[C:10]2[C:5](=[CH:6][CH:7]=[CH:8][CH:9]=2)[CH:4]=[CH:3][CH:2]=1.[CH2:12]([O:19][C@H:20]([C@H:22]([N:26]1[CH:30]=[C:29]([C:31]([NH2:33])=[O:32])[N:28]=[CH:27]1)[CH2:23][CH2:24]O)[CH3:21])[C:13]1[CH:18]=[CH:17][CH:16]=[CH:15][CH:14]=1.C1(P(C2C=CC=CC=2)C2C=CC=CC=2)C=CC=CC=1.N(C(OCC)=O)=NC(OCC)=O. (4) Given the product [CH2:1]([O:3][C:4]([C@H:6]1[CH2:8][C@@H:7]1[C:9]1[CH:10]=[CH:11][C:12]([O:15][C@H:16]2[C:24]3[C:19](=[C:20]([O:26][C:27]4[CH:32]=[CH:31][C:30]([O:33][CH2:35][CH2:36][N:37]5[CH2:42][CH2:41][O:40][CH2:39][CH2:38]5)=[CH:29][CH:28]=4)[CH:21]=[CH:22][C:23]=3[F:25])[CH2:18][CH2:17]2)=[CH:13][CH:14]=1)=[O:5])[CH3:2], predict the reactants needed to synthesize it. The reactants are: [CH2:1]([O:3][C:4]([C@H:6]1[CH2:8][C@@H:7]1[C:9]1[CH:14]=[CH:13][C:12]([O:15][C@H:16]2[C:24]3[C:19](=[C:20]([O:26][C:27]4[CH:32]=[CH:31][C:30]([OH:33])=[CH:29][CH:28]=4)[CH:21]=[CH:22][C:23]=3[F:25])[CH2:18][CH2:17]2)=[CH:11][CH:10]=1)=[O:5])[CH3:2].O[CH2:35][CH2:36][N:37]1[CH2:42][CH2:41][O:40][CH2:39][CH2:38]1.C1(P(C2C=CC=CC=2)C2C=CC=CC=2)C=CC=CC=1.N(C(OC(C)(C)C)=O)=NC(OC(C)(C)C)=O. (5) Given the product [CH3:7][C:8]1[CH:9]=[CH:10][N:11]=[CH:12][C:13]=1[CH2:14][OH:15], predict the reactants needed to synthesize it. The reactants are: B.O1CCCC1.[CH3:7][C:8]1[C:13]([C:14](O)=[O:15])=[CH:12][N:11]=[CH:10][CH:9]=1.Cl. (6) Given the product [CH:19]1([S:26]([C:7]2[CH:12]=[C:11]([CH3:13])[CH:10]=[C:9]([I:14])[CH:8]=2)(=[O:29])=[O:27])[CH2:18][CH2:23][CH2:24][CH2:25]1, predict the reactants needed to synthesize it. The reactants are: C1(S[C:7]2[CH:12]=[C:11]([CH3:13])[CH:10]=[C:9]([I:14])[CH:8]=2)CCCC1.ClC1C=[C:18]([CH:23]=[CH:24][CH:25]=1)[C:19](OO)=O.[S:26](S([O-])=O)([O-:29])(=O)=[O:27].[Na+].[Na+]. (7) Given the product [F:12][C:8]1[CH:7]=[C:6]2[C:11]([C:2]([NH:20][C:21]3[C:22]([C:33]#[N:34])=[N:23][CH:24]=[C:25]([N:27]4[CH2:28][CH2:29][O:30][CH2:31][CH2:32]4)[CH:26]=3)=[C:3]([CH3:19])[C:4]([C:13]3[CH:18]=[CH:17][CH:16]=[CH:15][N:14]=3)=[N:5]2)=[CH:10][CH:9]=1, predict the reactants needed to synthesize it. The reactants are: Cl[C:2]1[C:11]2[C:6](=[CH:7][C:8]([F:12])=[CH:9][CH:10]=2)[N:5]=[C:4]([C:13]2[CH:18]=[CH:17][CH:16]=[CH:15][N:14]=2)[C:3]=1[CH3:19].[NH2:20][C:21]1[C:22]([C:33]#[N:34])=[N:23][CH:24]=[C:25]([N:27]2[CH2:32][CH2:31][O:30][CH2:29][CH2:28]2)[CH:26]=1.Cl.O1CCOCC1. (8) Given the product [C:17]([O:14][CH2:13][CH2:12][O:11][C:10]1[CH:9]=[CH:8][C:7]([C:1]2[CH:2]=[CH:3][CH:4]=[CH:5][CH:6]=2)=[CH:16][CH:15]=1)(=[O:20])[CH:18]=[CH2:19], predict the reactants needed to synthesize it. The reactants are: [C:1]1([C:7]2[CH:16]=[CH:15][C:10]([O:11][CH2:12][CH2:13][OH:14])=[CH:9][CH:8]=2)[CH:6]=[CH:5][CH:4]=[CH:3][CH:2]=1.[C:17](O)(=[O:20])[CH:18]=[CH2:19].C1(C)C=CC(S(O)(=O)=O)=CC=1.COC1C=CC(O)=CC=1. (9) Given the product [Cl:1][C:2]1[CH:7]=[CH:6][CH:5]=[CH:4][C:3]=1[C:8]1[O:12][C:11]([I:13])=[N:10][C:9]=1[C:14]1[N:18]([CH2:26][O:25][CH2:24][CH2:23][Si:20]([CH3:22])([CH3:21])[CH3:19])[CH:17]=[N:16][N:15]=1, predict the reactants needed to synthesize it. The reactants are: [Cl:1][C:2]1[CH:7]=[CH:6][CH:5]=[CH:4][C:3]=1[C:8]1[O:12][C:11]([I:13])=[N:10][C:9]=1[C:14]1[N:18]=[CH:17][NH:16][N:15]=1.[CH3:19][Si:20]([CH2:23][CH2:24][O:25][CH2:26]Cl)([CH3:22])[CH3:21].[I-].[K+].[H-].[Na+].